Dataset: Reaction yield outcomes from USPTO patents with 853,638 reactions. Task: Predict the reaction yield, written as a fraction of the theoretical maximum amount of product (1.0 means a 100% yield; for example, 0.34 means a 34% yield). (1) The reactants are [CH2:1]([NH:3][C:4]([NH:6][C:7]1[S:8][C:9]2[C:15]([C:16]3[CH:21]=[CH:20][CH:19]=[CH:18][N:17]=3)=[CH:14][C:13]([C:22]3[CH:23]=[N:24][C:25]([C:28]([OH:31])([CH3:30])[CH3:29])=[N:26][CH:27]=3)=[CH:12][C:10]=2[N:11]=1)=[O:5])[CH3:2].BrC1C=NC(C23OC2[CH2:43][O:42][CH2:41]C3)=NC=1.C([O-])([O-])=O.[Cs+].[Cs+]. The catalyst is O1CCOCC1.O. The product is [CH:30]12[O:31][C:28]1([C:25]1[N:26]=[CH:27][C:22]([C:13]3[CH:14]=[C:15]([C:16]4[CH:21]=[CH:20][CH:19]=[CH:18][N:17]=4)[C:9]4[S:8][C:7]([NH:6][C:4]([NH:3][CH2:1][CH3:2])=[O:5])=[N:11][C:10]=4[CH:12]=3)=[CH:23][N:24]=1)[CH2:29][CH2:43][O:42][CH2:41]2. The yield is 0.570. (2) The reactants are [Cl:1][C:2]1[CH:10]=[C:9]2[C:5]([C@@:6]3([C@@H:15]([C:16]4[CH:21]=[CH:20][CH:19]=[C:18]([Cl:22])[C:17]=4[F:23])[C@H:14]([C:24](O)=[O:25])[NH:13][C:12]43[CH2:29][C:28]([CH2:32][F:33])([CH2:30][F:31])[CH2:27]4)[C:7](=[O:11])[NH:8]2)=[CH:4][CH:3]=1.[NH2:34][C@H:35]1[CH2:40][CH2:39][C@H:38]([OH:41])[CH2:37][CH2:36]1. No catalyst specified. The product is [Cl:1][C:2]1[CH:10]=[C:9]2[C:5]([C@@:6]3([C@@H:15]([C:16]4[CH:21]=[CH:20][CH:19]=[C:18]([Cl:22])[C:17]=4[F:23])[C@H:14]([C:24]([NH:34][C@H:35]4[CH2:40][CH2:39][C@H:38]([OH:41])[CH2:37][CH2:36]4)=[O:25])[NH:13][C:12]43[CH2:27][C:28]([CH2:30][F:31])([CH2:32][F:33])[CH2:29]4)[C:7](=[O:11])[NH:8]2)=[CH:4][CH:3]=1. The yield is 0.670. (3) The reactants are ClC1C=CC(C)=CC=1.C([O:11][CH:12](OCC)[C:13]1[O:17][CH:16]=[CH:15][CH:14]=1)C.[Li].[B:22](OC)([O:25]C)[O:23]C.Cl. The catalyst is C1COCC1.C1(C2C=CC=CC=2)C=CC=CC=1.C1(C)C=CC=CC=1.O. The product is [CH:12]([C:13]1[O:17][C:16]([B:22]([OH:25])[OH:23])=[CH:15][CH:14]=1)=[O:11]. The yield is 0.815. (4) The reactants are [OH:1][C@H:2]1[CH2:6][N:5]([C:7]([O:9][C:10]([CH3:13])([CH3:12])[CH3:11])=[O:8])[C@H:4]([C:14]([O:16][CH3:17])=[O:15])[CH2:3]1. The catalyst is C(Cl)Cl. The product is [O:1]=[C:2]1[CH2:6][N:5]([C:7]([O:9][C:10]([CH3:11])([CH3:12])[CH3:13])=[O:8])[C@H:4]([C:14]([O:16][CH3:17])=[O:15])[CH2:3]1. The yield is 0.890. (5) The reactants are [Br:1][C:2]1[C:7]([NH:8][CH2:9][C:10]2[CH:15]=[CH:14][C:13]([O:16][CH3:17])=[CH:12][CH:11]=2)=[CH:6][C:5]([Cl:18])=[CH:4][N:3]=1.[C:19](O[C:19]([O:21][C:22]([CH3:25])([CH3:24])[CH3:23])=[O:20])([O:21][C:22]([CH3:25])([CH3:24])[CH3:23])=[O:20]. The catalyst is CN(C1C=CN=CC=1)C.C(Cl)Cl. The product is [C:22]([O:21][C:19](=[O:20])[N:8]([C:7]1[C:2]([Br:1])=[N:3][CH:4]=[C:5]([Cl:18])[CH:6]=1)[CH2:9][C:10]1[CH:15]=[CH:14][C:13]([O:16][CH3:17])=[CH:12][CH:11]=1)([CH3:25])([CH3:24])[CH3:23]. The yield is 0.950.